From a dataset of Forward reaction prediction with 1.9M reactions from USPTO patents (1976-2016). Predict the product of the given reaction. (1) Given the reactants [NH2:1][C@@H:2]([C:16]1[CH:21]=[CH:20][CH:19]=[CH:18][CH:17]=1)[CH2:3][CH2:4][N:5]1[C:13](=[O:14])[C:12]2[C:7](=[CH:8][CH:9]=[CH:10][CH:11]=2)[C:6]1=[O:15].[C:22](O[C:22]([O:24][C:25]([CH3:28])([CH3:27])[CH3:26])=[O:23])([O:24][C:25]([CH3:28])([CH3:27])[CH3:26])=[O:23], predict the reaction product. The product is: [O:15]=[C:6]1[C:7]2[C:12](=[CH:11][CH:10]=[CH:9][CH:8]=2)[C:13](=[O:14])[N:5]1[CH2:4][CH2:3][C@@H:2]([NH:1][C:22](=[O:23])[O:24][C:25]([CH3:28])([CH3:27])[CH3:26])[C:16]1[CH:21]=[CH:20][CH:19]=[CH:18][CH:17]=1. (2) Given the reactants [NH2:1][C:2]1[CH:7]=[CH:6][CH:5]=[CH:4][C:3]=1[CH2:8][CH2:9][CH2:10][N:11]1[CH2:16][CH2:15][CH:14]([N:17]([C:25]2[CH:30]=[CH:29][C:28]([CH3:31])=[CH:27][CH:26]=2)[C:18]([C:20]2[O:21][CH:22]=[CH:23][CH:24]=2)=[O:19])[CH2:13][CH2:12]1.[CH:32]1([N:38]=[C:39]=[S:40])[CH2:37][CH2:36][CH2:35][CH2:34][CH2:33]1, predict the reaction product. The product is: [CH:32]1([NH:38][C:39](=[S:40])[NH:1][C:2]2[CH:7]=[CH:6][CH:5]=[CH:4][C:3]=2[CH2:8][CH2:9][CH2:10][N:11]2[CH2:12][CH2:13][CH:14]([N:17]([C:25]3[CH:26]=[CH:27][C:28]([CH3:31])=[CH:29][CH:30]=3)[C:18]([C:20]3[O:21][CH:22]=[CH:23][CH:24]=3)=[O:19])[CH2:15][CH2:16]2)[CH2:37][CH2:36][CH2:35][CH2:34][CH2:33]1.